From a dataset of Aqueous solubility values for 9,982 compounds from the AqSolDB database. Regression/Classification. Given a drug SMILES string, predict its absorption, distribution, metabolism, or excretion properties. Task type varies by dataset: regression for continuous measurements (e.g., permeability, clearance, half-life) or binary classification for categorical outcomes (e.g., BBB penetration, CYP inhibition). For this dataset (solubility_aqsoldb), we predict Y. (1) The drug is COC(C)(C)C1CC=C(C)CC1. The Y is -3.30 log mol/L. (2) The molecule is CCC(O)(COC(N)=O)c1ccccc1. The Y is -0.923 log mol/L.